Dataset: Reaction yield outcomes from USPTO patents with 853,638 reactions. Task: Predict the reaction yield, written as a fraction of the theoretical maximum amount of product (1.0 means a 100% yield; for example, 0.34 means a 34% yield). (1) The reactants are C(Cl)Cl.[H-].[Al+3].[Li+].[H-].[H-].[H-].[CH2:10]([C:13]1([CH2:24][C@H:25]2[C@:27]([CH3:34])([CH2:28][CH2:29][CH:30]=[C:31]([CH3:33])[CH3:32])[O:26]2)[C:18]([O:19][CH3:20])=[CH:17][C:16](=O)[CH:15]=[C:14]1[O:22][CH3:23])[CH:11]=[CH2:12].CCCCCC. The catalyst is CCOC(C)=O. The product is [CH2:10]([C:13]1([CH2:24][C@@H:25]2[O:26][C@@:27]2([CH3:34])[CH2:28][CH2:29][CH:30]=[C:31]([CH3:33])[CH3:32])[C:14]([O:22][CH3:23])=[CH:15][CH2:16][CH:17]=[C:18]1[O:19][CH3:20])[CH:11]=[CH2:12]. The yield is 0.440. (2) The reactants are [OH:1][C:2]1[CH:10]=[CH:9][C:5]([C:6]([OH:8])=O)=[CH:4][CH:3]=1.[NH2:11][C:12]1[CH:17]=[CH:16][CH:15]=[CH:14][CH:13]=1.CCN=C=NCCCN(C)C.Cl. The catalyst is CN(C=O)C. The product is [OH:1][C:2]1[CH:3]=[CH:4][C:5]([C:6]([NH:11][C:12]2[CH:17]=[CH:16][CH:15]=[CH:14][CH:13]=2)=[O:8])=[CH:9][CH:10]=1. The yield is 0.290. (3) The reactants are Br[C:2]1[C:3]([O:18][CH:19]2[CH2:22][CH2:21][CH2:20]2)=[C:4]2[C:9](=[CH:10][CH:11]=1)[N:8]([C:12]([CH:14]1[CH2:16][CH2:15]1)=[O:13])[C@@H:7]([CH3:17])[CH2:6][CH2:5]2.[B:23]1([B:23]2[O:27][C:26]([CH3:29])([CH3:28])[C:25]([CH3:31])([CH3:30])[O:24]2)[O:27][C:26]([CH3:29])([CH3:28])[C:25]([CH3:31])([CH3:30])[O:24]1.C([O-])(=O)C.[K+].O1CCOCC1. The catalyst is C1C=CC(P(C2C=CC=CC=2)[C-]2C=CC=C2)=CC=1.C1C=CC(P(C2C=CC=CC=2)[C-]2C=CC=C2)=CC=1.Cl[Pd]Cl.[Fe+2].ClCCl.O. The product is [CH:19]1([O:18][C:3]2[C:2]([B:23]3[O:27][C:26]([CH3:29])([CH3:28])[C:25]([CH3:31])([CH3:30])[O:24]3)=[CH:11][CH:10]=[C:9]3[C:4]=2[CH2:5][CH2:6][C@H:7]([CH3:17])[N:8]3[C:12]([CH:14]2[CH2:16][CH2:15]2)=[O:13])[CH2:22][CH2:21][CH2:20]1. The yield is 0.550. (4) The reactants are C1(P(C2C=CC=CC=2)C2C=CC=CC=2)C=CC=CC=1.O[C@H:21]1[CH2:26][CH2:25][CH2:24][C@H:23]([N:27]2C(=O)C3C(=CC=CC=3)C2=O)[CH2:22]1.C(OC1C(OC2CCCCO2)=CC=C2C=1C=NN2C1CCCCO1)CC.N(C(OC(C)C)=O)=NC(OC(C)C)=O.[CH2:78]([O:81][C:82]1[C:90]([OH:91])=[CH:89][CH:88]=[C:87]2[C:83]=1[CH:84]=[N:85][NH:86]2)[CH2:79][CH3:80].CN.C(O)C. The catalyst is O1CCCC1. The product is [CH2:78]([O:81][C:82]1[C:90]([O:91][C@@H:21]2[CH2:26][CH2:25][CH2:24][C@H:23]([NH2:27])[CH2:22]2)=[CH:89][CH:88]=[C:87]2[C:83]=1[CH:84]=[N:85][NH:86]2)[CH2:79][CH3:80]. The yield is 0.550.